Dataset: HIV replication inhibition screening data with 41,000+ compounds from the AIDS Antiviral Screen. Task: Binary Classification. Given a drug SMILES string, predict its activity (active/inactive) in a high-throughput screening assay against a specified biological target. (1) The compound is C=C(C=CC=C(CO)CCC=C(C)C)C1CCC2(C(CCCO)C(=C(C)C=O)CCC2(C)O)C1O. The result is 1 (active). (2) The compound is Cc1cc(=O)c2c(O)c3c(O)cc(O)c(-c4c(O)cc(O)c5c(O)c6c(=O)cc(C)oc6cc45)c3cc2o1. The result is 0 (inactive). (3) The molecule is CN1C(=O)CCCCCCCCCCSc2ccccc21. The result is 0 (inactive). (4) The compound is N#CC(=Cc1ccc2[nH]ccc2c1)C(N)=C(C#N)C#N. The result is 0 (inactive). (5) The drug is O=[n+]1[cH-]nc2ccccc2c1O. The result is 0 (inactive). (6) The compound is COC(=O)c1nc(N)nc(C(=O)OC)c1C(=O)C=Cc1ccccc1. The result is 0 (inactive).